This data is from Reaction yield outcomes from USPTO patents with 853,638 reactions. The task is: Predict the reaction yield, written as a fraction of the theoretical maximum amount of product (1.0 means a 100% yield; for example, 0.34 means a 34% yield). (1) The reactants are [C:1]([C:5]1[CH:6]=[C:7]([NH2:21])[N:8]([C:10]2[CH:15]=[CH:14][C:13]([O:16][CH2:17][CH2:18][O:19][CH3:20])=[CH:12][CH:11]=2)[N:9]=1)([CH3:4])([CH3:3])[CH3:2].[N:22]1[CH:27]=[CH:26][C:25]([O:28][C:29]2[CH:34]=[CH:33][C:32]([NH2:35])=[CH:31][CH:30]=2)=[CH:24][CH:23]=1.C[CH2:37][O:38]C(C)=O. The catalyst is ClCCCl. The product is [C:1]([C:5]1[CH:6]=[C:7]([NH:21][C:37]([NH:35][C:32]2[CH:33]=[CH:34][C:29]([O:28][C:25]3[CH:24]=[CH:23][N:22]=[CH:27][CH:26]=3)=[CH:30][CH:31]=2)=[O:38])[N:8]([C:10]2[CH:15]=[CH:14][C:13]([O:16][CH2:17][CH2:18][O:19][CH3:20])=[CH:12][CH:11]=2)[N:9]=1)([CH3:4])([CH3:2])[CH3:3]. The yield is 0.350. (2) The reactants are [CH2:1]([S:3][C:4]1[S:8][C:7]([N:9]2[C:13]([C:14]3[CH:19]=[CH:18][CH:17]=[CH:16][N:15]=3)=[CH:12][C:11]([C:20]([OH:22])=O)=[N:10]2)=[N:6][N:5]=1)[CH3:2].[C:23]([NH2:27])([CH3:26])([CH3:25])[CH3:24]. No catalyst specified. The product is [C:23]([NH:27][C:20]([C:11]1[CH:12]=[C:13]([C:14]2[CH:19]=[CH:18][CH:17]=[CH:16][N:15]=2)[N:9]([C:7]2[S:8][C:4]([S:3][CH2:1][CH3:2])=[N:5][N:6]=2)[N:10]=1)=[O:22])([CH3:26])([CH3:25])[CH3:24]. The yield is 0.980. (3) The reactants are [Br:1][C:2]1[CH:3]=[C:4]([NH:10][C:11]2[N:16]=[CH:15][C:14]([N:17]3[CH:22]4[CH2:23][CH2:24][CH:18]3[CH2:19][N:20](C(OC(C)(C)C)=O)[CH2:21]4)=[CH:13][CH:12]=2)[C:5](=[O:9])[N:6]([CH3:8])[CH:7]=1. The catalyst is Cl.O1CCOCC1. The product is [CH:18]12[N:17]([C:14]3[CH:13]=[CH:12][C:11]([NH:10][C:4]4[C:5](=[O:9])[N:6]([CH3:8])[CH:7]=[C:2]([Br:1])[CH:3]=4)=[N:16][CH:15]=3)[CH:22]([CH2:23][CH2:24]1)[CH2:21][NH:20][CH2:19]2. The yield is 0.980. (4) The reactants are [O:1]1[CH:5]=[CH:4][C:3]([C:6]([OH:8])=O)=[CH:2]1.CN(C(ON1N=NC2C=CC=NC1=2)=[N+](C)C)C.F[P-](F)(F)(F)(F)F.CN(C(ON1N=NC2C=CC=CC1=2)=[N+](C)C)C.F[P-](F)(F)(F)(F)F.[NH2:57][C:58]1[CH:59]=[CH:60][C:61]([CH3:74])=[C:62]([C:64]2[CH:69]=[CH:68][C:67]([C:70]([O:72][CH3:73])=[O:71])=[CH:66][CH:65]=2)[CH:63]=1.CCN(C(C)C)C(C)C. The catalyst is CN(C=O)C. The product is [O:1]1[CH:5]=[CH:4][C:3]([C:6]([NH:57][C:58]2[CH:59]=[CH:60][C:61]([CH3:74])=[C:62]([C:64]3[CH:69]=[CH:68][C:67]([C:70]([O:72][CH3:73])=[O:71])=[CH:66][CH:65]=3)[CH:63]=2)=[O:8])=[CH:2]1. The yield is 0.580. (5) The reactants are [C:1](=[O:16])([S:3][CH2:4][CH2:5][CH2:6][N:7](C(OC(C)(C)C)=O)[CH3:8])[CH3:2].[ClH:17]. The catalyst is C(O)C.C1(C)C=CC=CC=1. The product is [ClH:17].[C:1](=[O:16])([S:3][CH2:4][CH2:5][CH2:6][NH:7][CH3:8])[CH3:2]. The yield is 0.880. (6) The reactants are [F:1][C:2](=[C:11]([F:13])[F:12])[CH2:3][CH2:4][S:5][C:6]1[O:7][CH:8]=[CH:9][N:10]=1.CN(C=O)C.S(Cl)([Cl:22])(=O)=O. The catalyst is C(Cl)(Cl)Cl. The product is [Cl:22][C:8]1[O:7][C:6]([S:5][CH2:4][CH2:3][C:2]([F:1])=[C:11]([F:12])[F:13])=[N:10][CH:9]=1. The yield is 0.515. (7) The reactants are [CH2:1]([OH:4])[CH2:2][OH:3].[NH2:5][C:6]1[CH:7]=[N:8][CH:9]=[CH:10][C:11]=1[C:12](=O)[CH3:13]. The catalyst is C1(C)C=CC=CC=1.C(OCC)(=O)C. The product is [CH3:13][C:12]1([C:11]2[CH:10]=[CH:9][N:8]=[CH:7][C:6]=2[NH2:5])[O:4][CH2:1][CH2:2][O:3]1. The yield is 0.0800. (8) The reactants are Cl.C(OC([NH:9][C:10]1([C:23](=[O:36])[NH:24][C@H:25]([C:29]2[CH:34]=[CH:33][C:32]([Cl:35])=[CH:31][CH:30]=2)[CH2:26][CH2:27][OH:28])[CH2:15][CH2:14][N:13](C(OC(C)(C)C)=O)[CH2:12][CH2:11]1)=O)(C)(C)C. The catalyst is O1CCOCC1.CO. The product is [NH2:9][C:10]1([C:23]([NH:24][C@H:25]([C:29]2[CH:34]=[CH:33][C:32]([Cl:35])=[CH:31][CH:30]=2)[CH2:26][CH2:27][OH:28])=[O:36])[CH2:15][CH2:14][NH:13][CH2:12][CH2:11]1. The yield is 1.08. (9) The reactants are [C:1]([NH:5][C:6](=[O:12])[C@H:7]([CH:9]([CH3:11])[CH3:10])[NH2:8])([CH3:4])([CH3:3])[CH3:2].[CH2:13]1[CH2:19][S:16](=[O:18])(=[O:17])[O:15][CH2:14]1. The catalyst is O1CCOCC1. The product is [C:1]([NH:5][C:6]([C@@H:7]([NH:8][CH2:14][CH2:13][CH2:19][S:16]([OH:18])(=[O:17])=[O:15])[CH:9]([CH3:10])[CH3:11])=[O:12])([CH3:4])([CH3:3])[CH3:2]. The yield is 0.250.